Dataset: Reaction yield outcomes from USPTO patents with 853,638 reactions. Task: Predict the reaction yield, written as a fraction of the theoretical maximum amount of product (1.0 means a 100% yield; for example, 0.34 means a 34% yield). The reactants are C([N:8]1[C:31]([CH3:33])([CH3:32])[CH2:30][O:29][C:10]2([CH2:15][CH2:14][N:13]([C:16]([C:18]3[CH:23]=[CH:22][C:21]([O:24][CH:25]([CH3:27])[CH3:26])=[C:20]([CH3:28])[CH:19]=3)=[O:17])[CH2:12][CH2:11]2)[CH2:9]1)C1C=CC=CC=1.C([O-])=O.[NH4+]. The catalyst is C(O)C.[OH-].[OH-].[Pd+2]. The product is [CH3:33][C:31]1([CH3:32])[CH2:30][O:29][C:10]2([CH2:11][CH2:12][N:13]([C:16]([C:18]3[CH:23]=[CH:22][C:21]([O:24][CH:25]([CH3:27])[CH3:26])=[C:20]([CH3:28])[CH:19]=3)=[O:17])[CH2:14][CH2:15]2)[CH2:9][NH:8]1. The yield is 0.980.